This data is from Experimentally validated miRNA-target interactions with 360,000+ pairs, plus equal number of negative samples. The task is: Binary Classification. Given a miRNA mature sequence and a target amino acid sequence, predict their likelihood of interaction. (1) The miRNA is mmu-miR-467e-5p with sequence AUAAGUGUGAGCAUGUAUAUGU. The protein sequence of the target gene is MKWVTFISLLFLFSSAYSRGVFRRDAHKSEVAHRFKDLGEENFKALVLIAFAQYLQQCPFEDHVKLVNEVTEFAKTCVADESAENCDKSLHTLFGDKLCTVATLRETYGEMADCCAKQEPERNECFLQHKDDNPNLPRLVRPEVDVMCTAFHDNEETFLKKYLYEIARRHPYFYAPELLFFAKRYKAAFTECCQAADKAACLLPKLDELRDEGKASSAKQRLKCASLQKFGERAFKAWAVARLSQRFPKAEFAEVSKLVTDLTKVHTECCHGDLLECADDRADLAKYICENQDSISSKLK.... Result: 0 (no interaction). (2) The miRNA is hsa-miR-4657 with sequence AAUGUGGAAGUGGUCUGAGGCAU. The protein sequence of the target gene is MVQKYQSPVRVYKYPFELIMAAYERRFPTCPLIPMFVGSDTVNEFKSEDGAIHVIERRCKLDVDAPRLLKKIAGVDYVYFVQKNSLNSRERTLHIEAYNETFSNRVIINEHCCYTVHPENEDWTCFEQSASLDIKSFFGFESTVEKIAMKQYTSNIKKGKEIIEYYLRQLEEEGITFVPRWSPPSITTSSETSSSSSKKQAASMAVVIPEAALKEGLSGDALSSPSAPEPVVGTPDDKLDADYIKRYLGDLTPLQESCLIRLRQWLQETHKGKIPKDEHILRFLRARDFNIDKAREIMCQ.... Result: 0 (no interaction). (3) The miRNA is hsa-miR-493-5p with sequence UUGUACAUGGUAGGCUUUCAUU. The protein sequence of the target gene is MYIKQVIIQGFRSYRDQTIVDPFSSKHNVIVGRNGSGKSNFFYAIQFVLSDEFSHLRPEQRLALLHEGTGPRVISAFVEIIFDNSDNRLPIDKEEVSLRRVIGAKKDQYFLDKKMVTKNDVMNLLESAGFSRSNPYYIVKQGKINQMATAPDSQRLKLLREVAGTRVYDERKEESISLMKETEGKREKINELLKYIEERLHTLEEEKEELAQYQKWDKMRRALEYTIYNQELNETRAKLDELSAKRETSGEKSRQLRDAQQDARDKMEDIERQVRELKTKISAMKEEKEQLSAERQEQIK.... Result: 1 (interaction). (4) The protein sequence of the target gene is MFYGTHFIMSPPTKSKLKRQSQLLSSMLSRTLSYKYRDLDSTFSSLGASDDPAELSTQLSAPGVLKVFGDSVCTGTHYKSVLATGTSSARELVKEALERYALDPRQAGQYVLCDVVGQAGDAGQRWQARCFRVFGDSEKPLLIQELWKPREGLSRRFELRKRSDVEELAAKEVDTITAGINAQARRLQRSRAKGTPTPALGDARSSPPPRLRRTVSETSLSPVNALPAAAQGPEEPGPDAMRYSLYQSPHLLLLQGYSQQHDSLVYVLNRDRHTVGQRTPSSKPSISLSAPDILPLHCTI.... The miRNA is dre-miR-214 with sequence ACAGCAGGCACAGACAGGCAG. Result: 0 (no interaction). (5) The miRNA is cel-miR-1817 with sequence UAGCCAAUGUCUUCUCUAUCAUG. The protein sequence of the target gene is MEDSHELDLTYVTERIIAVSFPASCSEESYLHSLQEVTRMLKCKHGDNYLVLNLSEKRYDLTKLNPKIMDVGWPELHAPPLDKMCTICKAQESWLNNDPQHVVVIHCRGGKGRIGVVISSYMHFTNVSASADQALDRFAMKKFYDDKISALMEPSQKRYVQFLSGLLSGAMKMNTSPLFLHFVIMHGVPSFDTGGACRPFLKLYQAMQPVYTSGIYNVGSENPSRIRIAIEPAQLLKGDIMVKCYHKKFRSATRDVIFRLQFHTGAVQGYGLLFGKEELDSACKDDRFPDYGKIELVFSA.... Result: 0 (no interaction). (6) The miRNA is hsa-miR-6515-5p with sequence UUGGAGGGUGUGGAAGACAUC. The protein sequence of the target gene is MQTFLKGKRVGYWLSEKKIRKLNFQAFAELCRKRGVEVVQLDLTKPIEDQGPLDVIIHKLTDVILEADQNDSQSLELVQRFQEYIDAHPETIILDPLPAIRTLLDRSKSYELIRQIEAYMQDERICSPPFMELTSACGEDTLQLIEKNGLAFPFICKTRVAHGTNSHEMAIIFNQEGLKAVRPPCVIQSFINHNAVLYKVFVVGESYTVVKRPSLKNFSAGISDRESIFFNSHNVSKPESSSVLTALDKIEGVFERPDDDVIREISKALRQALGVSLFGIDIIINNQTGQHAVIDINAFP.... Result: 0 (no interaction). (7) The miRNA is hsa-miR-373-5p with sequence ACUCAAAAUGGGGGCGCUUUCC. The protein sequence of the target gene is MTMSKEAVTFKDVAVVFTEEELGLLDLAQRKLYRDVMLENFRNLLSVGHQPFHRDTFHFLREEKFWMMDIATQREGNSGGKIQPEMKTFPEAGPHEGWSCQQIWEEIASDLTRPQDSTIKSSQFFEQGDAHSQVEEGLSIMHTGQKPSNCGKCKQSFSDMSIFDLPQQIRSAEKSHSCDECGKSFCYISALHIHQRVHLGEKLFKCDVCGKEFSQSLHLQTHQRVHTGEKPFKCEQCGRGFRCRSALTVHCKLHMGEKHYNCEACGRAFIHDFQLQKHQRIHTGEKPFKCEICSVSFRLR.... Result: 1 (interaction). (8) The miRNA is hsa-miR-631 with sequence AGACCUGGCCCAGACCUCAGC. The protein sequence of the target gene is MSRSRHLGKIRKRLEDVKSQWVRPARADFSDNESARLATDALLDGGSEAYWRVLSQEGEVDFLSSVEAQYIQAQAREPPCPPDTLGGAEAGPKGLDSSSLQSGTYFPVASEGSEPALLHSWASAEKPYLKEKSSATVYFQTVKHNNIRDLVRRCITRTSQVLVILMDVFTDVEIFCDILEAANKRGVFVCVLLDQGGVKLFQEMCDKVQISDSHLKNISIRSVEGEIYCAKSGRKFAGQIREKFIISDWRFVLSGSYSFTWLCGHVHRNILSKFTGQAVELFDEEFRHLYASSKPVMGLK.... Result: 0 (no interaction). (9) The miRNA is mmu-miR-7018-5p with sequence GUGAGCAGACAGGGAGUGGUGGGG. The protein sequence of the target gene is MPKYYEDKPQGGACAGLKEDLGACLLQSDCVVQEGKSPRQCLKEGYCNSLKYAFFECKRSVLDNRARFRGRKGY. Result: 0 (no interaction).